Dataset: Drug-target binding data from BindingDB using Ki measurements. Task: Regression. Given a target protein amino acid sequence and a drug SMILES string, predict the binding affinity score between them. We predict pKi (pKi = -log10(Ki in M); higher means stronger inhibition). Dataset: bindingdb_ki. (1) The compound is CCN(C(=O)c1ccc(C#Cc2cccc(F)c2)cn1)C(C)(C)C. The target protein sequence is MVLLLILSVLLLKEDVRGSAQSSERRVVAHMPGDIIIGALFSVHHQPTVDKVHERKCGAVREQYGIQRVEAMLHTLERINSDPTLLPNITLGCEIRDSCWHSAVALEQSIEFIRDSLISSEEEEGLVRCVDGSSSSFRSKKPIVGVIGPGSSSVAIQVQNLLQLFNIPQIAYSATSMDLSDKTLFKYFMRVVPSDAQQARAMVDIVKRYNWTYVSAVHTEGNYGESGMEAFKDMSAKEGICIAHSYKIYSNAGEQSFDKLLKKLTSHLPKARVVACFCEGMTVRGLLMAMRRLGLAGEFLLLGSDGWADRYDVTDGYQREAVGGITIKLQSPDVKWFDDYYLKLRPETNHRNPWFQEFWQHRFQCRLEGFPQENSKYNKTCNSSLTLKTHHVQDSKMGFVINAIYSMAYGLHNMQMSLCPGYAGLCDAMKPIDGRKLLESLMKTNFTGVSGDTILFDENGDSPGRYEIMNFKEMGKDYFDYINVGSWDNGELKMDDDEVW.... The pKi is 7.4. (2) The drug is O=S(=O)([O-])OOS(=O)(=O)[O-]. The target protein sequence is MKKTFLIALALTASLIGAENAKWDYKNKENGPHRWDKLHKDFEVCKSGKSQSPINIEHYYHTQDKADLQFKYAASKPKAVFFTHHTLKASFEPTNHINYRGHDYVLDNVHFHAPMEFLINNKTRPLSAHFVHKDAKGRLLVLAIGFEEGKENPNLDPILEGIQKKQNFKEVALDAFLPKSINYYHFNGSLTAPPCTEGVAWFVVEEPLEVSAKQLAEIKKRMKNSPNQRPVQPDYNTVIIKRSAETR. The pKi is 3.0.